This data is from Full USPTO retrosynthesis dataset with 1.9M reactions from patents (1976-2016). The task is: Predict the reactants needed to synthesize the given product. (1) Given the product [Cl:1][C:2]1[CH:3]=[C:4]([O:5][CH2:6][C:7]2[S:11][C:10]([C:12]3[CH:17]=[CH:16][C:15]([C:18]([F:21])([F:19])[F:20])=[CH:14][CH:13]=3)=[N:9][C:8]=2[CH2:22][O:23][CH3:36])[CH:28]=[CH:29][C:30]=1[C:31]#[N:32], predict the reactants needed to synthesize it. The reactants are: [Cl:1][C:2]1[CH:3]=[C:4]([CH:28]=[CH:29][C:30]=1[C:31]#[N:32])[O:5][CH2:6][C:7]1[S:11][C:10]([C:12]2[CH:17]=[CH:16][C:15]([C:18]([F:21])([F:20])[F:19])=[CH:14][CH:13]=2)=[N:9][C:8]=1[CH2:22][O:23]S(C)(=O)=O.C[O-].[Na+].[C:36](OCC)(=O)C. (2) Given the product [C:3]1([C:1]([NH:19][CH2:18][C@@H:17]2[CH2:16][CH2:33][CH2:34][C@H:30]([NH:31][C:35]([C:34]3[C:30]([C:24]4[CH:25]=[CH:26][C:27]([F:29])=[CH:28][C:23]=4[F:22])=[N:31][O:32][C:33]=3[CH3:38])=[O:37])[CH2:24]2)=[O:2])[CH:23]=[CH:28][CH:27]=[CH:26][CH:25]=1, predict the reactants needed to synthesize it. The reactants are: [C:1](O)([C:3](F)(F)F)=[O:2].ClCCl.CCN=C=N[CH2:16][CH2:17][CH2:18][N:19](C)C.[F:22][C:23]1[CH:28]=[C:27]([F:29])[CH:26]=[CH:25][C:24]=1[C:30]1[C:34]([C:35]([OH:37])=O)=[C:33]([CH3:38])[O:32][N:31]=1. (3) Given the product [Cl:24][C:9]1[C:10]2[N:11]=[C:2]([Cl:1])[CH:3]=[CH:4][C:5]=2[N:6]=[CH:7][N:8]=1, predict the reactants needed to synthesize it. The reactants are: [Cl:1][C:2]1[CH:3]=[CH:4][C:5]2[N:6]=[CH:7][NH:8][C:9](=O)[C:10]=2[N:11]=1.C(N(CC)C(C)C)(C)C.O=P(Cl)(Cl)[Cl:24]. (4) Given the product [CH3:1][N:2]1[CH2:7][CH2:6][N:5]([C:8]2[S:10][CH:12]=[C:13]([C:15]3[CH:16]=[C:17]([CH:21]=[CH:22][CH:23]=3)[C:18]([OH:20])=[O:19])[N:9]=2)[CH2:4][CH2:3]1, predict the reactants needed to synthesize it. The reactants are: [CH3:1][N:2]1[CH2:7][CH2:6][N:5]([C:8](=[S:10])[NH2:9])[CH2:4][CH2:3]1.Br[CH2:12][C:13]([C:15]1[CH:16]=[C:17]([CH:21]=[CH:22][CH:23]=1)[C:18]([OH:20])=[O:19])=O. (5) Given the product [CH2:17]([C:2]1[C:7]([O:8][CH3:9])=[CH:6][CH:5]=[C:4]([N+:10]([O-:12])=[O:11])[N:3]=1)[CH:16]=[CH2:15], predict the reactants needed to synthesize it. The reactants are: Br[C:2]1[C:7]([O:8][CH3:9])=[CH:6][CH:5]=[C:4]([N+:10]([O-:12])=[O:11])[N:3]=1.[F-].[Cs+].[CH2:15](B1OC(C)(C)C(C)(C)O1)[CH:16]=[CH2:17]. (6) The reactants are: [Cl:1][C:2]1[CH:7]=[CH:6][C:5]([C:8]2[C:13]([CH3:14])=[N:12][NH:11][C:10](=O)[C:9]=2[C:16]2[C:21]([F:22])=[CH:20][C:19]([F:23])=[CH:18][C:17]=2[F:24])=[CH:4][CH:3]=1.P(Cl)(Cl)([Cl:27])=O. Given the product [Cl:27][C:10]1[N:11]=[N:12][C:13]([CH3:14])=[C:8]([C:5]2[CH:6]=[CH:7][C:2]([Cl:1])=[CH:3][CH:4]=2)[C:9]=1[C:16]1[C:21]([F:22])=[CH:20][C:19]([F:23])=[CH:18][C:17]=1[F:24], predict the reactants needed to synthesize it.